Task: Predict which catalyst facilitates the given reaction.. Dataset: Catalyst prediction with 721,799 reactions and 888 catalyst types from USPTO Reactant: [CH3:1][C:2]1[CH:3]([C:10]2[CH:17]=[CH:16][CH:15]=[CH:14][C:11]=2[CH:12]=O)[C:4]([CH3:9])=[C:5]([CH3:8])[C:6]=1[CH3:7].[C:18]1([NH:24][NH2:25])[CH:23]=[CH:22][CH:21]=[CH:20][CH:19]=1. Product: [C:18]1([NH:24][N:25]=[CH:12][C:11]2[CH:14]=[CH:15][CH:16]=[CH:17][C:10]=2[CH:3]2[C:2]([CH3:1])=[C:6]([CH3:7])[C:5]([CH3:8])=[C:4]2[CH3:9])[CH:23]=[CH:22][CH:21]=[CH:20][CH:19]=1. The catalyst class is: 8.